Dataset: Forward reaction prediction with 1.9M reactions from USPTO patents (1976-2016). Task: Predict the product of the given reaction. (1) Given the reactants [NH:1]1[CH2:4][CH:3]([N:5]([CH3:11])[C:6]([CH:8]2[CH2:10][CH2:9]2)=[O:7])[CH2:2]1.[F:12][C:13]1[CH:21]=[CH:20][C:19]([CH:22]=[O:23])=[CH:18][C:14]=1[C:15](O)=[O:16].F[P-](F)(F)(F)(F)F.N1(OC(N(C)C)=[N+](C)C)C2C=CC=CC=2N=N1.C(N(CC)C(C)C)(C)C, predict the reaction product. The product is: [F:12][C:13]1[CH:21]=[CH:20][C:19]([CH:22]=[O:23])=[CH:18][C:14]=1[C:15]([N:1]1[CH2:2][CH:3]([N:5]([CH3:11])[C:6]([CH:8]2[CH2:9][CH2:10]2)=[O:7])[CH2:4]1)=[O:16]. (2) Given the reactants [CH2:1]([O:8][C:9]1[CH:10]=[C:11]([CH:37]=[C:38]([O:40][CH2:41][CH:42]2[CH2:44][CH2:43]2)[CH:39]=1)[CH2:12][N:13]1[C:21]2[C:16](=[CH:17][CH:18]=[CH:19][CH:20]=2)[C:15]([C:22]2[CH:27]=[CH:26][C:25]([C:28]([CH3:31])([CH3:30])[CH3:29])=[CH:24][CH:23]=2)=[C:14]1[C:32]([O:34]CC)=[O:33])[C:2]1[CH:7]=[CH:6][CH:5]=[CH:4][CH:3]=1.CO.[OH-].[Na+].Cl, predict the reaction product. The product is: [CH:42]1([CH2:41][O:40][C:38]2[CH:37]=[C:11]([CH2:12][N:13]3[C:21]4[C:16](=[CH:17][CH:18]=[CH:19][CH:20]=4)[C:15]([C:22]4[CH:27]=[CH:26][C:25]([C:28]([CH3:31])([CH3:29])[CH3:30])=[CH:24][CH:23]=4)=[C:14]3[C:32]([OH:34])=[O:33])[CH:10]=[C:9]([O:8][CH2:1][C:2]3[CH:3]=[CH:4][CH:5]=[CH:6][CH:7]=3)[CH:39]=2)[CH2:44][CH2:43]1.